Dataset: Reaction yield outcomes from USPTO patents with 853,638 reactions. Task: Predict the reaction yield, written as a fraction of the theoretical maximum amount of product (1.0 means a 100% yield; for example, 0.34 means a 34% yield). (1) The reactants are [C:1]([O:5][C:6]([N:8]1[CH2:13][CH2:12][CH:11]([O:14][C:15]2[C:20]([CH3:21])=[CH:19][C:18]([N+:22]([O-:24])=[O:23])=[CH:17][C:16]=2[C:25]([O:27]C)=[O:26])[CH2:10][CH2:9]1)=[O:7])([CH3:4])([CH3:3])[CH3:2].CCCCCC. The catalyst is Cl. The product is [C:1]([O:5][C:6]([N:8]1[CH2:9][CH2:10][CH:11]([O:14][C:15]2[C:20]([CH3:21])=[CH:19][C:18]([N+:22]([O-:24])=[O:23])=[CH:17][C:16]=2[C:25]([OH:27])=[O:26])[CH2:12][CH2:13]1)=[O:7])([CH3:4])([CH3:2])[CH3:3]. The yield is 0.790. (2) The reactants are Br[C:2]1[CH:13]=[CH:12][C:5]2[O:6][CH2:7][C:8](=[O:11])[N:9]([CH3:10])[C:4]=2[CH:3]=1.CC(O[C:18]1C=CC=C(OC(C)C)[C:19]=1[C:28]1C(P(C2CCCCC2)C2CCCCC2)=CC=CC=1)C.C1(B(O)O)CC1.P([O-])([O-])([O-])=O.[K+].[K+].[K+]. The catalyst is O1CCOCC1.C(OCC)(=O)C.CC([O-])=O.CC([O-])=O.[Pd+2]. The product is [CH:28]1([C:2]2[CH:13]=[CH:12][C:5]3[O:6][CH2:7][C:8](=[O:11])[N:9]([CH3:10])[C:4]=3[CH:3]=2)[CH2:19][CH2:18]1. The yield is 0.160. (3) The catalyst is C(O)C. The yield is 0.520. The reactants are [N+:1]([C:4]1[CH:9]=[C:8]([N+:10]([O-])=O)[CH:7]=[CH:6][C:5]=1[S:13][CH2:14][C:15]([OH:17])=O)([O-])=O.O.O.[Sn](Cl)Cl. The product is [NH2:10][C:8]1[CH:7]=[CH:6][C:5]2[S:13][CH2:14][C:15](=[O:17])[NH:1][C:4]=2[CH:9]=1. (4) The reactants are [Cl:1][C:2]1[CH:7]=[CH:6][C:5]([C:8](=O)[CH2:9][C:10]2[CH:15]=[CH:14][CH:13]=[CH:12][CH:11]=2)=[CH:4][CH:3]=1.[CH2:17]([O:19][C:20]1[CH:21]=[C:22]([CH:25]=[C:26]([N+:29]([O-:31])=[O:30])[C:27]=1[OH:28])[CH:23]=O)[CH3:18].[NH2:32][C:33]([NH2:35])=[O:34].Cl. The catalyst is CCO.CO.CCOC(C)=O. The product is [Cl:1][C:2]1[CH:7]=[CH:6][C:5]([C:8]2[NH:35][C:33](=[O:34])[NH:32][CH:23]([C:22]3[CH:25]=[C:26]([N+:29]([O-:31])=[O:30])[C:27]([OH:28])=[C:20]([O:19][CH2:17][CH3:18])[CH:21]=3)[C:9]=2[C:10]2[CH:15]=[CH:14][CH:13]=[CH:12][CH:11]=2)=[CH:4][CH:3]=1. The yield is 0.0780. (5) The reactants are Cl.[Br:2][C:3]1[CH:8]=[CH:7][C:6]([C@H:9]([NH2:11])[CH3:10])=[C:5]([F:12])[CH:4]=1.[C:13](O[C:13]([O:15][C:16]([CH3:19])([CH3:18])[CH3:17])=[O:14])([O:15][C:16]([CH3:19])([CH3:18])[CH3:17])=[O:14].C(N(CC)CC)C.O. The catalyst is C(Cl)Cl. The product is [C:16]([O:15][C:13](=[O:14])[NH:11][C@@H:9]([C:6]1[CH:7]=[CH:8][C:3]([Br:2])=[CH:4][C:5]=1[F:12])[CH3:10])([CH3:19])([CH3:18])[CH3:17]. The yield is 0.900.